Dataset: Forward reaction prediction with 1.9M reactions from USPTO patents (1976-2016). Task: Predict the product of the given reaction. (1) Given the reactants [NH2:1][C:2]1[CH:22]=[C:21]([Br:23])[CH:20]=[CH:19][C:3]=1[C:4]([N:6]1[CH2:11][CH2:10][N:9]([C:12]([O:14][C:15]([CH3:18])([CH3:17])[CH3:16])=[O:13])[CH2:8][CH2:7]1)=[O:5].[C:24](Cl)(=[O:26])[CH3:25].O, predict the reaction product. The product is: [C:24]([NH:1][C:2]1[CH:22]=[C:21]([Br:23])[CH:20]=[CH:19][C:3]=1[C:4]([N:6]1[CH2:7][CH2:8][N:9]([C:12]([O:14][C:15]([CH3:18])([CH3:17])[CH3:16])=[O:13])[CH2:10][CH2:11]1)=[O:5])(=[O:26])[CH3:25]. (2) The product is: [N:23]([CH2:3][C@@H:2]([OH:1])[CH2:4][N:5]1[C:11]2[CH:12]=[CH:13][CH:14]=[CH:15][C:10]=2[CH2:9][CH2:8][C:7]2[CH:16]=[CH:17][CH:18]=[CH:19][C:6]1=2)=[N+:24]=[N-:25]. Given the reactants [O:1]1[CH2:3][C@@H:2]1[CH2:4][N:5]1[C:11]2[CH:12]=[CH:13][CH:14]=[CH:15][C:10]=2[CH2:9][CH2:8][C:7]2[CH:16]=[CH:17][CH:18]=[CH:19][C:6]1=2.C(O)C.[N-:23]=[N+:24]=[N-:25].[Na+].[Cl-].[NH4+], predict the reaction product. (3) Given the reactants [N:1]1[CH:6]=[CH:5][CH:4]=[CH:3][C:2]=1[N:7]1[C:11]([NH2:12])=[CH:10][CH:9]=[N:8]1.I[C:14]1[CH:22]=[CH:21][CH:20]=[CH:19][C:15]=1[C:16]([OH:18])=[O:17].C(=O)([O-])[O-].[K+].[K+].O, predict the reaction product. The product is: [N:1]1[CH:6]=[CH:5][CH:4]=[CH:3][C:2]=1[N:7]1[C:11]([NH:12][C:14]2[CH:22]=[CH:21][CH:20]=[CH:19][C:15]=2[C:16]([OH:18])=[O:17])=[CH:10][CH:9]=[N:8]1. (4) Given the reactants [F:1][C:2]1[C:21]([O:22][CH3:23])=[CH:20][C:19]([O:24][CH3:25])=[C:18]([F:26])[C:3]=1[CH2:4][O:5][C:6]1[CH:7]=[N:8][C:9]([NH:12][C:13]2[CH:14]=[N:15][NH:16][CH:17]=2)=[N:10][CH:11]=1.C(=O)([O-])[O-].[K+].[K+].CN(C)C=O.CC1C=CC(S(O[CH2:49][C@@H:50]2[CH2:54][O:53][C:52]([CH3:56])([CH3:55])[O:51]2)(=O)=O)=CC=1, predict the reaction product. The product is: [F:26][C:18]1[C:19]([O:24][CH3:25])=[CH:20][C:21]([O:22][CH3:23])=[C:2]([F:1])[C:3]=1[CH2:4][O:5][C:6]1[CH:11]=[N:10][C:9]([NH:12][C:13]2[CH:17]=[N:16][N:15]([CH2:49][C@@H:50]3[CH2:54][O:53][C:52]([CH3:56])([CH3:55])[O:51]3)[CH:14]=2)=[N:8][CH:7]=1. (5) Given the reactants [NH2:1][C:2]1[C:7]2=[C:8]([C:17]([NH:19][CH2:20][CH2:21][CH2:22][NH:23]C(OC(C)(C)C)=O)=[O:18])[CH:9]=[C:10]([C:11]3[CH:16]=[CH:15][N:14]=[CH:13][CH:12]=3)[N:6]2[N:5]=[CH:4][N:3]=1.N1(C(OCC(C)(C)C(N[C@H]2CC[C@H](N)CC2)=O)=O)CCOCC1, predict the reaction product. The product is: [NH2:1][C:2]1[C:7]2=[C:8]([C:17]([NH:19][CH2:20][CH2:21][CH2:22][NH2:23])=[O:18])[CH:9]=[C:10]([C:11]3[CH:16]=[CH:15][N:14]=[CH:13][CH:12]=3)[N:6]2[N:5]=[CH:4][N:3]=1. (6) Given the reactants Cl[C:2]1[CH:23]=[C:22]([O:24][CH:25]2[CH2:30][CH2:29][CH2:28][CH2:27][O:26]2)[CH:21]=[CH:20][C:3]=1[CH2:4][NH:5][C:6]1[CH:11]=[CH:10][C:9]([O:12][CH2:13][CH2:14][N:15]2[CH2:19][CH2:18][CH2:17][CH2:16]2)=[CH:8][CH:7]=1.C(N(CC)CC)C.[C:38]1([CH3:47])[CH:43]=[CH:42][CH:41]=[C:40]([C:44](Cl)=[O:45])[CH:39]=1.C(=O)(O)[O-].[Na+].C(Cl)[Cl:54], predict the reaction product. The product is: [Cl:54][CH:4]([N:5]([C:6]1[CH:11]=[CH:10][C:9]([O:12][CH2:13][CH2:14][N:15]2[CH2:19][CH2:18][CH2:17][CH2:16]2)=[CH:8][CH:7]=1)[C:44](=[O:45])[C:40]1[CH:41]=[CH:42][CH:43]=[C:38]([CH3:47])[CH:39]=1)[C:3]1[CH:20]=[CH:21][C:22]([O:24][CH:25]2[CH2:30][CH2:29][CH2:28][CH2:27][O:26]2)=[CH:23][CH:2]=1. (7) Given the reactants [NH2:1][C:2]1[CH:3]=[C:4]([C:8]2[N:13]=[C:12]([NH2:14])[N:11]=[C:10]([NH:15][CH3:16])[CH:9]=2)[CH:5]=[CH:6][CH:7]=1.[C:17](O)(=[O:21])[C:18]([CH3:20])=[O:19].C(N(CC)CC)C.C(P1(=O)OP(CCC)(=O)OP(CCC)(=O)O1)CC, predict the reaction product. The product is: [NH2:14][C:12]1[N:13]=[C:8]([C:4]2[CH:3]=[C:2]([NH:1][C:17](=[O:21])[C:18](=[O:19])[CH3:20])[CH:7]=[CH:6][CH:5]=2)[CH:9]=[C:10]([NH:15][CH3:16])[N:11]=1. (8) The product is: [CH2:13]([NH:19][C:1](=[O:12])/[CH:2]=[CH:3]/[CH2:4][CH2:5][CH2:6][CH2:7][CH2:8][CH2:9][CH3:10])[CH2:14][CH2:15][CH2:16][CH2:17][CH3:18]. Given the reactants [C:1]([OH:12])(=O)/[CH:2]=[CH:3]/[CH2:4][CH2:5][CH2:6][CH2:7][CH2:8][CH2:9][CH3:10].[CH2:13]([NH2:19])[CH2:14][CH2:15][CH2:16][CH2:17][CH3:18], predict the reaction product.